Dataset: Reaction yield outcomes from USPTO patents with 853,638 reactions. Task: Predict the reaction yield, written as a fraction of the theoretical maximum amount of product (1.0 means a 100% yield; for example, 0.34 means a 34% yield). (1) The product is [CH2:13]([O:20][C:2]1[CH:7]=[CH:6][C:5]([N+:8]([O-:10])=[O:9])=[C:4]([F:11])[C:3]=1[CH3:12])[C:14]1[CH:19]=[CH:18][CH:17]=[CH:16][CH:15]=1. The yield is 0.330. The catalyst is CN(C=O)C. The reactants are F[C:2]1[CH:7]=[CH:6][C:5]([N+:8]([O-:10])=[O:9])=[C:4]([F:11])[C:3]=1[CH3:12].[CH2:13]([OH:20])[C:14]1[CH:19]=[CH:18][CH:17]=[CH:16][CH:15]=1.C([O-])([O-])=O.[K+].[K+].O. (2) The reactants are C(N(CC)CC)C.[CH3:8][C@H:9]1[CH2:14][CH2:13][CH2:12][C@@H:11]([CH3:15])[NH:10]1.Br[CH2:17][C:18](OCC)=[O:19].[H-].[H-].[H-].[H-].[Li+].[Al+3].O.O.O.O.O.O.O.O.O.O.S([O-])([O-])(=O)=O.[Na+].[Na+]. The catalyst is C1COCC1.C(Cl)Cl.O. The product is [CH3:8][C@H:9]1[CH2:14][CH2:13][CH2:12][C@@H:11]([CH3:15])[N:10]1[CH2:17][CH2:18][OH:19]. The yield is 0.400. (3) The reactants are [CH2:1]([C:4]1[CH:9]=[CH:8][C:7]([O:10][CH3:11])=[CH:6][C:5]=1[OH:12])[CH:2]=[CH2:3].C(=O)([O-])[O-].[K+].[K+].[CH2:19](Br)[C:20]1[CH:25]=[CH:24][CH:23]=[CH:22][CH:21]=1. The catalyst is CN(C=O)C.[I-].C([N+](CCCC)(CCCC)CCCC)CCC.O. The product is [CH2:1]([C:4]1[CH:9]=[CH:8][C:7]([O:10][CH3:11])=[CH:6][C:5]=1[O:12][CH2:19][C:20]1[CH:25]=[CH:24][CH:23]=[CH:22][CH:21]=1)[CH:2]=[CH2:3]. The yield is 0.900.